Dataset: Full USPTO retrosynthesis dataset with 1.9M reactions from patents (1976-2016). Task: Predict the reactants needed to synthesize the given product. Given the product [CH3:19][N:7]1[C:8]2[C:4](=[CH:3][CH:11]=[CH:10][CH:9]=2)[C:5]2[C:18]3[C:13]([CH2:12][C:6]1=2)=[CH:14][CH:15]=[CH:16][CH:17]=3, predict the reactants needed to synthesize it. The reactants are: [OH-].[Na+].[CH:3]1[CH:11]=[CH:10][CH:9]=[C:8]2[C:4]=1[C:5]1[C:18]3[C:13](=[CH:14][CH:15]=[CH:16][CH:17]=3)[CH2:12][C:6]=1[NH:7]2.[CH3:19]I.